From a dataset of Reaction yield outcomes from USPTO patents with 853,638 reactions. Predict the reaction yield, written as a fraction of the theoretical maximum amount of product (1.0 means a 100% yield; for example, 0.34 means a 34% yield). (1) The reactants are [C:1]([O:5][C:6]([NH:8][C:9]1([C:13]2[CH:18]=[CH:17][C:16]([C:19]3[N:20]=[C:21]4[CH:26]=[C:25](C(O)=O)[CH:24]=[CH:23][N:22]4[C:30]=3[C:31]3[CH:36]=[CH:35][CH:34]=[CH:33][CH:32]=3)=[CH:15][CH:14]=2)[CH2:12][CH2:11][CH2:10]1)=[O:7])([CH3:4])([CH3:3])[CH3:2].O.C([N:40](CC)CC)C.C1(P(N=[N+]=[N-])(C2C=CC=CC=2)=O)C=CC=CC=1. The catalyst is [Pd].CO.CN(C=O)C. The product is [C:1]([O:5][C:6](=[O:7])[NH:8][C:9]1([C:13]2[CH:18]=[CH:17][C:16]([C:19]3[N:20]=[C:21]4[CH:26]=[C:25]([NH2:40])[CH:24]=[CH:23][N:22]4[C:30]=3[C:31]3[CH:32]=[CH:33][CH:34]=[CH:35][CH:36]=3)=[CH:15][CH:14]=2)[CH2:10][CH2:11][CH2:12]1)([CH3:3])([CH3:2])[CH3:4]. The yield is 0.450. (2) The reactants are CC1C=C(C)C=C(C)C=1S([O-])(=O)=O.[NH2:14][N:15]1[C:20]([CH3:21])=[CH:19][C:18]([CH3:22])=[N:17][C:16]1=[NH2+:23].[OH-].[Na+].CO[C:28](=O)[CH2:29][Cl:30]. The catalyst is CCO. The product is [Cl:30][CH2:29][C:28]1[N:23]=[C:16]2[N:17]=[C:18]([CH3:22])[CH:19]=[C:20]([CH3:21])[N:15]2[N:14]=1. The yield is 0.0900. (3) The reactants are CS(O[CH2:6][C@@H:7]1[CH2:11][S:10][C:9]([C:12]2[NH:13][C:14]3[C:19]([CH:20]=2)=[CH:18][C:17]([O:21][CH2:22][CH2:23][O:24][CH3:25])=[CH:16][C:15]=3[N:26]([CH3:36])[S:27]([C:30]2[CH:35]=[CH:34][CH:33]=[CH:32][N:31]=2)(=[O:29])=[O:28])=[N:8]1)(=O)=O.[NH:37]1[CH2:42][CH2:41][O:40][CH2:39][CH2:38]1.C(=O)([O-])[O-].[K+].[K+]. The catalyst is CN(C)C=O. The product is [CH3:25][O:24][CH2:23][CH2:22][O:21][C:17]1[CH:18]=[C:19]2[C:14](=[C:15]([N:26]([CH3:36])[S:27]([C:30]3[CH:35]=[CH:34][CH:33]=[CH:32][N:31]=3)(=[O:29])=[O:28])[CH:16]=1)[NH:13][C:12]([C:9]1[S:10][CH2:11][C@@H:7]([CH2:6][N:37]3[CH2:42][CH2:41][O:40][CH2:39][CH2:38]3)[N:8]=1)=[CH:20]2. The yield is 0.0200. (4) The reactants are [F:1][C:2]1[CH:7]=[CH:6][C:5]([C:8]2[C@H:9]([N:14]3C(=O)C4C(=CC=CC=4)C3=O)[CH2:10][NH:11][CH2:12][CH:13]=2)=[CH:4][CH:3]=1.O.NN. The catalyst is C(O)C. The product is [F:1][C:2]1[CH:7]=[CH:6][C:5]([C:8]2[C@H:9]([NH2:14])[CH2:10][NH:11][CH2:12][CH:13]=2)=[CH:4][CH:3]=1. The yield is 0.590.